From a dataset of Forward reaction prediction with 1.9M reactions from USPTO patents (1976-2016). Predict the product of the given reaction. (1) Given the reactants Cl.[NH2:2][C@@H:3]1[CH2:7][N:6]([C:8]2[CH:13]=[CH:12][C:11]([O:14][CH2:15][C:16]3[CH:21]=[CH:20][CH:19]=[C:18]([F:22])[CH:17]=3)=[CH:10][CH:9]=2)[C:5](=[O:23])[CH2:4]1.C(N(CC)CC)C.[F:31][C:32]([F:43])([F:42])[C:33](O[C:33](=[O:34])[C:32]([F:43])([F:42])[F:31])=[O:34], predict the reaction product. The product is: [F:31][C:32]([F:43])([F:42])[C:33]([NH:2][C@H:3]1[CH2:4][C:5](=[O:23])[N:6]([C:8]2[CH:9]=[CH:10][C:11]([O:14][CH2:15][C:16]3[CH:21]=[CH:20][CH:19]=[C:18]([F:22])[CH:17]=3)=[CH:12][CH:13]=2)[CH2:7]1)=[O:34]. (2) Given the reactants [ClH:1].[CH2:2]([S:4]([N:7]1[CH:11]=[CH:10][CH:9]=[C:8]1[CH2:12][NH:13]C(=O)OC(C)(C)C)(=[O:6])=[O:5])[CH3:3], predict the reaction product. The product is: [ClH:1].[CH2:2]([S:4]([N:7]1[CH:11]=[CH:10][CH:9]=[C:8]1[CH2:12][NH2:13])(=[O:5])=[O:6])[CH3:3]. (3) Given the reactants [I:1][C:2]1[CH:7]=[CH:6][C:5]([O:8][CH:9]2[CH2:14][CH2:13][N:12](C(OC(C)(C)C)=O)[CH2:11][CH2:10]2)=[CH:4][CH:3]=1, predict the reaction product. The product is: [I:1][C:2]1[CH:7]=[CH:6][C:5]([O:8][CH:9]2[CH2:14][CH2:13][NH:12][CH2:11][CH2:10]2)=[CH:4][CH:3]=1. (4) Given the reactants OC(C)(C)CNC(=O)C[N:7]1[CH2:10][CH:9]([C:11]2[CH:32]=[CH:31][C:14]3[C:15]4[N:16]=[C:17]([C:23]5[N:24]([CH:28]([CH3:30])[CH3:29])[N:25]=[CH:26][N:27]=5)[S:18][C:19]=4[CH2:20][CH2:21][O:22][C:13]=3[CH:12]=2)[CH2:8]1.[NH:36]([C:43]([O:45][C:46]([CH3:49])([CH3:48])[CH3:47])=[O:44])[C:37]([C:40]([OH:42])=O)([CH3:39])[CH3:38], predict the reaction product. The product is: [C:46]([O:45][C:43](=[O:44])[NH:36][C:37]([CH3:38])([CH3:39])[C:40]([N:7]1[CH2:10][CH:9]([C:11]2[CH:32]=[CH:31][C:14]3[C:15]4[N:16]=[C:17]([C:23]5[N:24]([CH:28]([CH3:30])[CH3:29])[N:25]=[CH:26][N:27]=5)[S:18][C:19]=4[CH2:20][CH2:21][O:22][C:13]=3[CH:12]=2)[CH2:8]1)=[O:42])([CH3:49])([CH3:48])[CH3:47]. (5) Given the reactants Cl[C:2]1[CH:11]=[CH:10][N:9]=[C:8]2[C:3]=1[C:4]1[CH:16]=[CH:15][CH:14]=[CH:13][C:5]=1[C:6](=[O:12])[NH:7]2.[Cl:17][C:18]1[CH:24]=[CH:23][C:22]([O:25][CH3:26])=[CH:21][C:19]=1[NH2:20], predict the reaction product. The product is: [Cl:17][C:18]1[CH:24]=[CH:23][C:22]([O:25][CH3:26])=[CH:21][C:19]=1[NH:20][C:2]1[CH:11]=[CH:10][N:9]=[C:8]2[C:3]=1[C:4]1[CH:16]=[CH:15][CH:14]=[CH:13][C:5]=1[C:6](=[O:12])[NH:7]2.